This data is from Full USPTO retrosynthesis dataset with 1.9M reactions from patents (1976-2016). The task is: Predict the reactants needed to synthesize the given product. (1) Given the product [F:25][C:3]1[CH:4]=[C:5]([C:8]2[CH:9]=[CH:10][C:11]([C:14]([C@@H:16]3[CH2:20][CH2:19][CH2:18][C@H:17]3[C:21]([O:23][CH2:24][CH2:42][CH2:43][CH3:44])=[O:22])=[O:15])=[CH:12][CH:13]=2)[CH:6]=[CH:7][C:2]=1[NH:1][C:33]1[S:34][C:30]2[CH:29]=[C:28]([O:27][CH3:26])[CH:40]=[CH:39][C:31]=2[N:32]=1, predict the reactants needed to synthesize it. The reactants are: [NH2:1][C:2]1[CH:7]=[CH:6][C:5]([C:8]2[CH:13]=[CH:12][C:11]([C:14]([C@@H:16]3[CH2:20][CH2:19][CH2:18][C@H:17]3[C:21]([O:23][CH3:24])=[O:22])=[O:15])=[CH:10][CH:9]=2)=[CH:4][C:3]=1[F:25].[CH3:26][O:27][C:28]1[CH:40]=[CH:39][C:31]2[N:32]=[C:33](S(C)(=O)=O)[S:34][C:30]=2[CH:29]=1.Cl.[CH2:42](O)[CH2:43][CH2:44]C. (2) Given the product [CH3:1][C:2]1[NH:3][C:4]2[C:9]([C:10]=1[CH:11]=[C:19]([C:17]#[N:23])[C:20]#[N:21])=[CH:8][C:7]([N+:13]([O-:15])=[O:14])=[CH:6][CH:5]=2, predict the reactants needed to synthesize it. The reactants are: [CH3:1][C:2]1[NH:3][C:4]2[C:9]([C:10]=1[CH:11]=O)=[CH:8][C:7]([N+:13]([O-:15])=[O:14])=[CH:6][CH:5]=2.C(#N)[CH:17]([CH2:19][C:20]#[N:21])O.[NH:23]1CCCCC1.